Dataset: Peptide-MHC class I binding affinity with 185,985 pairs from IEDB/IMGT. Task: Regression. Given a peptide amino acid sequence and an MHC pseudo amino acid sequence, predict their binding affinity value. This is MHC class I binding data. (1) The peptide sequence is GAAAQFNAS. The MHC is HLA-A68:02 with pseudo-sequence HLA-A68:02. The binding affinity (normalized) is 0.0406. (2) The peptide sequence is ILPSDAPVL. The MHC is HLA-E01:03 with pseudo-sequence HLA-E01:03. The binding affinity (normalized) is 0.510.